From a dataset of Catalyst prediction with 721,799 reactions and 888 catalyst types from USPTO. Predict which catalyst facilitates the given reaction. (1) Reactant: [CH2:1]([C:4]1[CH:9]=[C:8]([Sn](C)(C)C)[N:7]=[C:6]([C:14]#[N:15])[N:5]=1)[CH2:2][CH3:3].[F:16][C:17]([F:30])([F:29])[C:18]1[CH:19]=[C:20](Br)[CH:21]=[C:22]([C:24]([F:27])([F:26])[F:25])[CH:23]=1. Product: [F:16][C:17]([F:30])([F:29])[C:18]1[CH:19]=[C:20]([C:8]2[CH:9]=[C:4]([CH2:1][CH2:2][CH3:3])[N:5]=[C:6]([C:14]#[N:15])[N:7]=2)[CH:21]=[C:22]([C:24]([F:27])([F:26])[F:25])[CH:23]=1. The catalyst class is: 558. (2) Reactant: [NH:1]1[CH2:6][CH2:5][CH:4]([NH:7][C:8](=[O:16])[C:9]2[CH:14]=[CH:13][C:12]([F:15])=[CH:11][CH:10]=2)[CH2:3][CH2:2]1.[CH:17]1([C:20](O)=[O:21])[CH2:19][CH2:18]1.ON1C2C=CC=CC=2N=N1.Cl.C(N=C=NCCCN(C)C)C. Product: [CH:17]1([C:20]([N:1]2[CH2:2][CH2:3][CH:4]([NH:7][C:8](=[O:16])[C:9]3[CH:14]=[CH:13][C:12]([F:15])=[CH:11][CH:10]=3)[CH2:5][CH2:6]2)=[O:21])[CH2:19][CH2:18]1. The catalyst class is: 4. (3) Reactant: [NH2:1][CH2:2][CH2:3][C:4]1[CH:9]=[CH:8][C:7]([OH:10])=[CH:6][CH:5]=1.C(N(CC)CC)C.[CH:18]([CH2:20][C:21](Cl)=[O:22])=[CH2:19]. Product: [CH:18]([CH2:20][C:21]([NH:1][CH2:2][CH2:3][C:4]1[CH:9]=[CH:8][C:7]([OH:10])=[CH:6][CH:5]=1)=[O:22])=[CH2:19]. The catalyst class is: 2.